From a dataset of Catalyst prediction with 721,799 reactions and 888 catalyst types from USPTO. Predict which catalyst facilitates the given reaction. (1) Reactant: Br[C:2]1[C:11]([O:12][CH3:13])=[CH:10][CH:9]=[C:8]2[C:3]=1[CH:4]=[CH:5][C:6]([S:14][CH3:15])=[N:7]2.[Li]C(C)(C)C.[CH3:21][O:22][C:23]1[CH:30]=[CH:29][C:26]([CH:27]=[O:28])=[CH:25][CH:24]=1. Product: [CH3:13][O:12][C:11]1[C:2]([CH:27]([C:26]2[CH:29]=[CH:30][C:23]([O:22][CH3:21])=[CH:24][CH:25]=2)[OH:28])=[C:3]2[C:8](=[CH:9][CH:10]=1)[N:7]=[C:6]([S:14][CH3:15])[CH:5]=[CH:4]2. The catalyst class is: 773. (2) Reactant: [F:1][C:2]1[CH:7]=[CH:6][C:5]([F:8])=[CH:4][C:3]=1[C@H:9]1[CH2:13][CH2:12][CH2:11][N:10]1[C:14]1[CH:19]=[CH:18][N:17]2[N:20]=[CH:21][C:22]([NH2:23])=[C:16]2[N:15]=1.C1N=CN([C:29]([N:31]2[CH:35]=N[CH:33]=[CH:32]2)=[O:30])C=1.Cl.N1CC([OH:41])C1.CCN(C(C)C)C(C)C. Product: [F:1][C:2]1[CH:7]=[CH:6][C:5]([F:8])=[CH:4][C:3]=1[C@H:9]1[CH2:13][CH2:12][CH2:11][N:10]1[C:14]1[CH:19]=[CH:18][N:17]2[N:20]=[CH:21][C:22]([NH:23][C:29]([N:31]3[CH2:32][CH:33]([OH:41])[CH2:35]3)=[O:30])=[C:16]2[N:15]=1. The catalyst class is: 2.